From a dataset of Forward reaction prediction with 1.9M reactions from USPTO patents (1976-2016). Predict the product of the given reaction. (1) Given the reactants C[O:2][C:3]1[CH:11]=[C:10]2[C:6]([C:7]([CH3:15])([CH3:14])[C:8](=[O:13])[N:9]2[CH3:12])=[CH:5][CH:4]=1.B(Br)(Br)Br.C(=O)(O)[O-].[Na+], predict the reaction product. The product is: [OH:2][C:3]1[CH:11]=[C:10]2[C:6]([C:7]([CH3:15])([CH3:14])[C:8](=[O:13])[N:9]2[CH3:12])=[CH:5][CH:4]=1. (2) Given the reactants [C:1]([C:3]1[CH:12]=[CH:11][C:6]([C:7]([O:9][CH3:10])=[O:8])=[C:5]([N+:13]([O-])=O)[CH:4]=1)#[N:2].[H][H].[ClH:18], predict the reaction product. The product is: [Cl-:18].[NH2:13][C:5]1[CH:4]=[C:3]([CH:12]=[CH:11][C:6]=1[C:7]([O:9][CH3:10])=[O:8])[CH2:1][NH3+:2].